Dataset: Reaction yield outcomes from USPTO patents with 853,638 reactions. Task: Predict the reaction yield, written as a fraction of the theoretical maximum amount of product (1.0 means a 100% yield; for example, 0.34 means a 34% yield). The reactants are [CH3:1][O:2][CH2:3][CH2:4][C:5]1[N:13]=[C:12]2[C:8]([N:9]=[CH:10][NH:11]2)=[C:7]([N:14]2[CH2:19][CH2:18][O:17][CH2:16][CH2:15]2)[N:6]=1.CN(C=O)C.[Br:25]Br. No catalyst specified. The product is [Br:25][C:10]1[NH:11][C:12]2[C:8]([N:9]=1)=[C:7]([N:14]1[CH2:15][CH2:16][O:17][CH2:18][CH2:19]1)[N:6]=[C:5]([CH2:4][CH2:3][O:2][CH3:1])[N:13]=2. The yield is 0.700.